Dataset: Reaction yield outcomes from USPTO patents with 853,638 reactions. Task: Predict the reaction yield, written as a fraction of the theoretical maximum amount of product (1.0 means a 100% yield; for example, 0.34 means a 34% yield). (1) The reactants are Cl.[CH2:2]([N:4](CC)CC)C.[N-:9]=[N+:10]=[N-:11].[Na+].[CH2:13]([C:17]1[N:21]([CH2:22][C:23]2[CH:28]=[CH:27][C:26]([C:29]3[CH:34]=[CH:33][CH:32]=[CH:31][C:30]=3C#N)=[CH:25][CH:24]=2)[C:20](=[O:37])[C:19]2([CH2:41][CH2:40][CH2:39][CH2:38]2)[N:18]=1)[CH2:14][CH2:15][CH3:16].[OH-].[Na+]. The catalyst is [Br-].C([N+](CCCC)(CCCC)CCCC)CCC.CC1C=CC=CC=1C.O. The product is [CH2:13]([C:17]1[N:21]([CH2:22][C:23]2[CH:24]=[CH:25][C:26]([C:29]3[CH:34]=[CH:33][CH:32]=[CH:31][CH:30]=3)=[C:27]([C:2]3[NH:4][N:11]=[N:10][N:9]=3)[CH:28]=2)[C:20](=[O:37])[C:19]2([CH2:41][CH2:40][CH2:39][CH2:38]2)[N:18]=1)[CH2:14][CH2:15][CH3:16]. The yield is 0.850. (2) The reactants are [CH3:1][N:2]([CH3:7])[CH2:3][CH2:4][NH:5][CH3:6].[Cl:8][C:9]1[C:10]([C:28]2[CH:29]=[N:30][N:31]3[CH:36]=[CH:35][CH:34]=[CH:33][C:32]=23)=[N:11][C:12]([NH:15][C:16]2[CH:21]=[C:20]([N+:22]([O-:24])=[O:23])[C:19](F)=[CH:18][C:17]=2[O:26][CH3:27])=[N:13][CH:14]=1.CCN(C(C)C)C(C)C. The catalyst is CC(N(C)C)=O.CO. The product is [Cl:8][C:9]1[C:10]([C:28]2[CH:29]=[N:30][N:31]3[CH:36]=[CH:35][CH:34]=[CH:33][C:32]=23)=[N:11][C:12]([NH:15][C:16]2[CH:21]=[C:20]([N+:22]([O-:24])=[O:23])[C:19]([N:5]([CH2:4][CH2:3][N:2]([CH3:7])[CH3:1])[CH3:6])=[CH:18][C:17]=2[O:26][CH3:27])=[N:13][CH:14]=1. The yield is 1.04. (3) The reactants are [CH3:1][O:2][C:3](=[O:12])[C:4]1[CH:9]=[CH:8][C:7]([CH:10]=O)=[CH:6][CH:5]=1.[C:13]([C:17]1[CH:23]=[CH:22][C:20]([NH2:21])=[CH:19][CH:18]=1)([CH3:16])([CH3:15])[CH3:14].C(O)(C(F)(F)F)=O.C([BH3-])#N.[Na+]. The catalyst is CO. The product is [CH3:1][O:2][C:3](=[O:12])[C:4]1[CH:9]=[CH:8][C:7]([CH2:10][NH:21][C:20]2[CH:22]=[CH:23][C:17]([C:13]([CH3:16])([CH3:15])[CH3:14])=[CH:18][CH:19]=2)=[CH:6][CH:5]=1. The yield is 0.990. (4) The reactants are [OH:1][C:2]([C:5]1[CH:6]=[N:7][C:8]2[C:13]([CH:14]=1)=[CH:12][CH:11]=[C:10]([NH:15]C(=O)OCC1C=CC=CC=1)[CH:9]=2)([CH3:4])[CH3:3]. The catalyst is [Pd].CO. The product is [NH2:15][C:10]1[CH:9]=[C:8]2[C:13]([CH:14]=[C:5]([C:2]([OH:1])([CH3:3])[CH3:4])[CH:6]=[N:7]2)=[CH:12][CH:11]=1. The yield is 0.980. (5) The yield is 0.220. The product is [CH3:11][O:12][C:13]([C:15]1([CH2:29][O:30][CH2:31][C:32]2[CH:37]=[CH:36][CH:35]=[CH:34][CH:33]=2)[CH2:19][C:18](=[O:20])[N:17]([C:21]2[C:26]([CH3:27])=[CH:25][CH:24]=[CH:23][C:22]=2[CH3:28])[CH2:16]1)=[O:14]. The catalyst is C1COCC1. The reactants are [Li+].C[Si]([N-][Si](C)(C)C)(C)C.[CH3:11][O:12][C:13]([CH:15]1[CH2:19][C:18](=[O:20])[N:17]([C:21]2[C:26]([CH3:27])=[CH:25][CH:24]=[CH:23][C:22]=2[CH3:28])[CH2:16]1)=[O:14].[CH2:29](Cl)[O:30][CH2:31][C:32]1[CH:37]=[CH:36][CH:35]=[CH:34][CH:33]=1.[NH4+].[Cl-]. (6) The reactants are [F:1][C:2]1[CH:7]=[CH:6][C:5]([CH:8]([C:20]2[CH:25]=[CH:24][C:23]([F:26])=[CH:22][CH:21]=2)[CH2:9][CH2:10][CH2:11][N:12]2[CH2:17][CH2:16][C:15](O)(O)[CH2:14][CH2:13]2)=[CH:4][CH:3]=1.Cl.[F:28][C:29]([F:40])([F:39])[C:30]1[CH:31]=[C:32]([CH:36]=[CH:37][CH:38]=1)[CH2:33][O:34][NH2:35].C([O-])(=O)C.[Na+]. The catalyst is C(O)C. The product is [F:28][C:29]([F:39])([F:40])[C:30]1[CH:31]=[C:32]([CH:36]=[CH:37][CH:38]=1)[CH2:33][O:34][N:35]=[C:15]1[CH2:16][CH2:17][N:12]([CH2:11][CH2:10][CH2:9][CH:8]([C:20]2[CH:25]=[CH:24][C:23]([F:26])=[CH:22][CH:21]=2)[C:5]2[CH:6]=[CH:7][C:2]([F:1])=[CH:3][CH:4]=2)[CH2:13][CH2:14]1. The yield is 0.960. (7) The product is [CH2:1]([O:8][C:9]1[CH:14]=[C:13]([Cl:15])[C:12]([CH2:16][Br:20])=[C:11]([Cl:18])[CH:10]=1)[C:2]1[CH:7]=[CH:6][CH:5]=[CH:4][CH:3]=1. The reactants are [CH2:1]([O:8][C:9]1[CH:14]=[C:13]([Cl:15])[C:12]([CH2:16]O)=[C:11]([Cl:18])[CH:10]=1)[C:2]1[CH:7]=[CH:6][CH:5]=[CH:4][CH:3]=1.P(Br)(Br)[Br:20]. The catalyst is C1COCC1. The yield is 0.890. (8) The reactants are [CH:1]([Mg]Cl)=[CH2:2].Br[C:6]1[C:15]2[C:10](=[CH:11][CH:12]=[C:13]([O:16][CH3:17])[CH:14]=2)[N:9]=[CH:8][CH:7]=1. The catalyst is C1COCC1.C1C=CC(P(C2C=CC=CC=2)[C-]2C=CC=C2)=CC=1.C1C=CC(P(C2C=CC=CC=2)[C-]2C=CC=C2)=CC=1.Cl[Pd]Cl.[Fe+2]. The product is [CH3:17][O:16][C:13]1[CH:14]=[C:15]2[C:10](=[CH:11][CH:12]=1)[N:9]=[CH:8][CH:7]=[C:6]2[CH:1]=[CH2:2]. The yield is 0.210.